This data is from Forward reaction prediction with 1.9M reactions from USPTO patents (1976-2016). The task is: Predict the product of the given reaction. (1) Given the reactants [F:1][C:2]1[C:7]([F:8])=[CH:6][CH:5]=[CH:4][C:3]=1[C:9]1[N:41]=[C:12]2[CH:13]=[N:14][N:15]([CH:17]([C:22]3[O:26][N:25]=[C:24]([C:27]4[CH:32]=[CH:31][C:30]([O:33][CH2:34][CH2:35][CH3:36])=[CH:29][C:28]=4[C:37]([F:40])([F:39])[F:38])[CH:23]=3)[C:18](OC)=[O:19])[CH:16]=[C:11]2[N:10]=1.C(=O)([O-])[O-].[K+].[K+].CC(O)=O.[CH:52]([OH:55])([CH3:54])[CH3:53], predict the reaction product. The product is: [F:1][C:2]1[C:7]([F:8])=[CH:6][CH:5]=[CH:4][C:3]=1[C:9]1[N:41]=[C:12]2[CH:13]=[N:14][N:15]([CH:17]([C:22]3[O:26][N:25]=[C:24]([C:27]4[CH:32]=[CH:31][C:30]([O:33][CH2:34][CH2:35][CH3:36])=[CH:29][C:28]=4[C:37]([F:39])([F:38])[F:40])[CH:23]=3)[C:18]([O:55][CH:52]([CH3:54])[CH3:53])=[O:19])[CH:16]=[C:11]2[N:10]=1. (2) Given the reactants C[O:2][C:3]1[CH:8]=[CH:7][N:6]=[C:5]([CH2:9][O:10][C:11](=[O:17])[CH2:12][CH2:13][CH2:14][CH2:15][CH3:16])[N:4]=1.[Na+].[I-].[Si](Cl)(C)(C)C.CO, predict the reaction product. The product is: [OH:2][C:3]1[CH:8]=[CH:7][N:6]=[C:5]([CH2:9][O:10][C:11](=[O:17])[CH2:12][CH2:13][CH2:14][CH2:15][CH3:16])[N:4]=1.